Dataset: Catalyst prediction with 721,799 reactions and 888 catalyst types from USPTO. Task: Predict which catalyst facilitates the given reaction. (1) Reactant: [Cl:1][C:2]1[CH:30]=[CH:29][CH:28]=[C:27]([Cl:31])[C:3]=1[CH2:4][C:5]1[CH:14]=[C:13]([NH:15][C:16]2[CH:21]=[CH:20][C:19]([CH2:22][OH:23])=[CH:18][C:17]=2[O:24][CH3:25])[C:12]2[C:11](=[O:26])[NH:10][CH:9]=[CH:8][C:7]=2[N:6]=1.CC(C)=[O:34].OS(O)(=O)=O.O=[Cr](=O)=O. Product: [Cl:31][C:27]1[CH:28]=[CH:29][CH:30]=[C:2]([Cl:1])[C:3]=1[CH2:4][C:5]1[CH:14]=[C:13]([NH:15][C:16]2[CH:21]=[CH:20][C:19]([C:22]([OH:34])=[O:23])=[CH:18][C:17]=2[O:24][CH3:25])[C:12]2[C:11](=[O:26])[NH:10][CH:9]=[CH:8][C:7]=2[N:6]=1. The catalyst class is: 21. (2) Reactant: [Br:1][CH2:2][CH2:3][O:4][CH3:5].[CH2:6]([P:8]([CH2:11][CH3:12])[CH2:9][CH3:10])[CH3:7].CCCCCC. Product: [Br-:1].[CH2:6]([P+:8]([CH2:11][CH3:12])([CH2:9][CH3:10])[CH2:2][CH2:3][O:4][CH3:5])[CH3:7]. The catalyst class is: 11. (3) Reactant: [CH3:1][C:2]1[CH:3]=[C:4]([CH:23]=[C:24]([CH3:26])[CH:25]=1)[O:5][C:6]1[CH:13]=[CH:12][C:9]([C:10]#[N:11])=[CH:8][C:7]=1[S:14]([N:17]1[CH2:22][CH2:21][NH:20][CH2:19][CH2:18]1)(=[O:16])=[O:15].[CH:27]([N:30]=[C:31]=[O:32])([CH3:29])[CH3:28].C(N(CC)CC)C. Product: [C:10]([C:9]1[CH:12]=[CH:13][C:6]([O:5][C:4]2[CH:3]=[C:2]([CH3:1])[CH:25]=[C:24]([CH3:26])[CH:23]=2)=[C:7]([S:14]([N:17]2[CH2:22][CH2:21][N:20]([C:31]([NH:30][CH:27]([CH3:29])[CH3:28])=[O:32])[CH2:19][CH2:18]2)(=[O:16])=[O:15])[CH:8]=1)#[N:11]. The catalyst class is: 2. (4) Reactant: [CH2:1]([O:3][C:4]1[C:5]2[CH:13]=[C:12]([CH2:14][CH3:15])[NH:11][C:6]=2[N:7]=[C:8]([SH:10])[N:9]=1)[CH3:2].Br[C:17]1[S:18][CH:19]=[C:20]([C:22]([O:24][CH3:25])=[O:23])[N:21]=1.C([O-])(O)=O.[Na+]. Product: [CH2:1]([O:3][C:4]1[C:5]2[CH:13]=[C:12]([CH2:14][CH3:15])[NH:11][C:6]=2[N:7]=[C:8]([S:10][C:17]2[S:18][CH:19]=[C:20]([C:22]([O:24][CH3:25])=[O:23])[N:21]=2)[N:9]=1)[CH3:2]. The catalyst class is: 52. (5) Reactant: [O:1]=[C:2]1[C:11]2[CH:10]=[CH:9][CH:8]=[C:7]3[NH:12][CH:13]([C:21]4[CH:28]=[CH:27][C:24]([CH:25]=O)=[CH:23][CH:22]=4)[CH:14]([C:15]4[CH:20]=[CH:19][CH:18]=[CH:17][CH:16]=4)[C:5]([C:6]=23)=[N:4][NH:3]1.[CH2:29]([NH:31][CH2:32][CH3:33])[CH3:30].C(O)(=O)C.C(O[BH-](OC(=O)C)OC(=O)C)(=O)C.[Na+]. Product: [CH2:29]([N:31]([CH2:25][C:24]1[CH:27]=[CH:28][C:21]([CH:13]2[NH:12][C:7]3[C:6]4[C:5](=[N:4][NH:3][C:2](=[O:1])[C:11]=4[CH:10]=[CH:9][CH:8]=3)[CH:14]2[C:15]2[CH:20]=[CH:19][CH:18]=[CH:17][CH:16]=2)=[CH:22][CH:23]=1)[CH2:32][CH3:33])[CH3:30]. The catalyst class is: 4.